The task is: Regression/Classification. Given a drug SMILES string, predict its absorption, distribution, metabolism, or excretion properties. Task type varies by dataset: regression for continuous measurements (e.g., permeability, clearance, half-life) or binary classification for categorical outcomes (e.g., BBB penetration, CYP inhibition). Dataset: b3db_classification.. This data is from Blood-brain barrier permeability classification from the B3DB database. (1) The drug is O=C1Nc2ccc(Cl)cc2C(c2ccccc2)=N[C@@H]1O. The result is 1 (penetrates BBB). (2) The molecule is COCC1CN(c2ccc(OCc3cccc(C#N)c3)cc2)C(=O)O1. The result is 1 (penetrates BBB). (3) The drug is CC(C)N1CCO[C@@H](c2cccc(C(F)(F)F)c2)C1. The result is 1 (penetrates BBB). (4) The molecule is CCn1nnc(NC(=O)C2c3ccccc3Oc3ccccc32)n1. The result is 1 (penetrates BBB). (5) The result is 1 (penetrates BBB). The molecule is Oc1ccc2c(c1)[C@]13CCCC[C@]1(O)[C@H](C2)N(CC1CC1)CC3. (6) The result is 0 (does not penetrate BBB). The compound is CC1(C)S[C@@H]2[C@H](NC(=O)C(C(=O)Oc3ccc4c(c3)CCC4)c3ccccc3)C(=O)N2[C@H]1C(=O)O. (7) The compound is O=C1CN2Cc3c(ccc(Cl)c3Cl)N=C2N1. The result is 0 (does not penetrate BBB).